From a dataset of Full USPTO retrosynthesis dataset with 1.9M reactions from patents (1976-2016). Predict the reactants needed to synthesize the given product. (1) Given the product [NH2:1][C:2]1[CH:7]=[CH:6][N:5]=[CH:4][C:3]=1[C:8]([O:10][CH3:16])=[O:9], predict the reactants needed to synthesize it. The reactants are: [NH2:1][C:2]1[CH:7]=[CH:6][N:5]=[CH:4][C:3]=1[C:8]([OH:10])=[O:9].S(=O)(=O)(O)O.[C:16](=O)([O-])[O-].[Na+].[Na+]. (2) Given the product [CH3:28][C@H:23]1[O:24][C@@H:25]([CH3:27])[CH2:26][N:21]([CH2:20][C:17]2[S:18][CH:19]=[C:15]([C:13]([NH:12][C:4]3[CH:3]=[C:2]([B:32]4[O:33][C:34]([CH3:37])([CH3:36])[CH2:35][C:30]([CH3:48])([CH3:29])[O:31]4)[CH:10]=[C:9]4[C:5]=3[CH:6]=[N:7][N:8]4[CH3:11])=[O:14])[N:16]=2)[CH2:22]1, predict the reactants needed to synthesize it. The reactants are: Br[C:2]1[CH:10]=[C:9]2[C:5]([CH:6]=[N:7][N:8]2[CH3:11])=[C:4]([NH:12][C:13]([C:15]2[N:16]=[C:17]([CH2:20][N:21]3[CH2:26][C@H:25]([CH3:27])[O:24][C@H:23]([CH3:28])[CH2:22]3)[S:18][CH:19]=2)=[O:14])[CH:3]=1.[CH3:29][C:30]1([CH3:48])[CH2:35][C:34]([CH3:37])([CH3:36])[O:33][B:32]([B:32]2[O:33][C:34]([CH3:37])([CH3:36])[CH2:35][C:30]([CH3:48])([CH3:29])[O:31]2)[O:31]1.C([O-])(=O)C.[K+]. (3) Given the product [NH:21]1[CH2:22][CH:23]([C:25]2([OH:38])[CH2:30][CH2:29][N:28]([C:31]([C:33]3[S:34][CH:35]=[CH:36][N:37]=3)=[O:32])[CH2:27][CH2:26]2)[CH2:24]1, predict the reactants needed to synthesize it. The reactants are: ClC(OC(Cl)C)=O.C([N:21]1[CH2:24][CH:23]([C:25]2([OH:38])[CH2:30][CH2:29][N:28]([C:31]([C:33]3[S:34][CH:35]=[CH:36][N:37]=3)=[O:32])[CH2:27][CH2:26]2)[CH2:22]1)(C1C=CC=CC=1)C1C=CC=CC=1. (4) Given the product [NH2:15][C:14]1[N:35]([CH2:36][CH2:37][O:38][CH2:39][CH2:40][NH:41][C:42](=[O:48])[O:43][C:44]([CH3:46])([CH3:45])[CH3:47])[C:5]([CH2:6][CH2:1][CH3:11])=[N:12][C:13]=1[C:16]#[N:17], predict the reactants needed to synthesize it. The reactants are: [C:1]1([CH3:11])[CH:6]=[CH:5]C(S(O)(=O)=O)=CC=1.[NH2:12][CH:13]([C:16]#[N:17])[C:14]#[N:15].C(N(CC)CC)C.C(OC)(OC)(OC)CCC.[NH2:35][CH2:36][CH2:37][O:38][CH2:39][CH2:40][NH:41][C:42](=[O:48])[O:43][C:44]([CH3:47])([CH3:46])[CH3:45]. (5) Given the product [CH3:15][C@H:12]1[CH2:13][CH2:14][C@H:9]([C:7](=[O:8])[CH3:1])[CH2:10][CH2:11]1, predict the reactants needed to synthesize it. The reactants are: [CH3:1][Mg+].[Br-].CON(C)[C:7]([C@H:9]1[CH2:14][CH2:13][C@H:12]([CH3:15])[CH2:11][CH2:10]1)=[O:8]. (6) Given the product [CH2:33]([S:32][CH2:31][CH2:30][O:29][C:25]1[CH:24]=[C:23]([CH3:35])[C:22]([C:18]2[CH:19]=[CH:20][CH:21]=[C:16]([CH2:15][O:14][C:12]3[CH:11]=[CH:10][C:9]4[C@H:5]([CH2:4][C:3]([OH:36])=[O:2])[CH2:6][O:7][C:8]=4[CH:13]=3)[CH:17]=2)=[C:27]([CH3:28])[CH:26]=1)[CH3:34], predict the reactants needed to synthesize it. The reactants are: C[O:2][C:3](=[O:36])[CH2:4][C@H:5]1[C:9]2[CH:10]=[CH:11][C:12]([O:14][CH2:15][C:16]3[CH:17]=[C:18]([C:22]4[C:27]([CH3:28])=[CH:26][C:25]([O:29][CH2:30][CH2:31][S:32][CH2:33][CH3:34])=[CH:24][C:23]=4[CH3:35])[CH:19]=[CH:20][CH:21]=3)=[CH:13][C:8]=2[O:7][CH2:6]1.CO.[OH-].[Na+].Cl. (7) Given the product [OH:4][CH:2]([CH2:1][O:5][CH2:6][CH2:7][CH2:8][CH2:9][CH2:10][CH2:11][CH2:12][CH2:13][CH2:14][CH3:15])[CH2:3][NH:28][C:17]([CH3:27])([CH3:16])[CH2:18][C:19]1[CH:24]=[CH:23][C:22]([O:25][CH3:26])=[CH:21][CH:20]=1, predict the reactants needed to synthesize it. The reactants are: [CH2:1]([O:5][CH2:6][CH2:7][CH2:8][CH2:9][CH2:10][CH2:11][CH2:12][CH2:13][CH2:14][CH3:15])[CH:2]1[O:4][CH2:3]1.[CH3:16][C:17]([NH2:28])([CH3:27])[CH2:18][C:19]1[CH:24]=[CH:23][C:22]([O:25][CH3:26])=[CH:21][CH:20]=1.